Dataset: Full USPTO retrosynthesis dataset with 1.9M reactions from patents (1976-2016). Task: Predict the reactants needed to synthesize the given product. (1) Given the product [CH3:1][S:2]([O:17][CH2:16][CH2:15][C:6]1[CH:11]=[CH:10][CH:9]=[C:8]([CH2:12][CH2:13][OH:14])[CH:7]=1)(=[O:4])=[O:3], predict the reactants needed to synthesize it. The reactants are: [CH3:1][S:2](Cl)(=[O:4])=[O:3].[C:6]1([CH2:15][CH2:16][OH:17])[CH:11]=[CH:10][CH:9]=[C:8]([CH2:12][CH2:13][OH:14])[CH:7]=1.C(N(CC)CC)C. (2) Given the product [CH2:5]([CH:4]([C:7]1[N:12]=[C:11]([C:13]2[O:15][N:25]=[C:23]([C:22]3[CH:27]=[C:28]([CH2:29][CH2:30][CH3:31])[C:19]([OH:18])=[C:20]([CH3:32])[CH:21]=3)[N:24]=2)[CH:10]=[C:9]([O:16][CH3:17])[CH:8]=1)[CH2:2][CH3:3])[CH3:6], predict the reactants needed to synthesize it. The reactants are: Cl.[CH2:2]([CH:4]([C:7]1[N:12]=[C:11]([C:13]([OH:15])=O)[CH:10]=[C:9]([O:16][CH3:17])[CH:8]=1)[CH2:5][CH3:6])[CH3:3].[OH:18][C:19]1[C:28]([CH2:29][CH2:30][CH3:31])=[CH:27][C:22]([C:23]([NH:25]O)=[NH:24])=[CH:21][C:20]=1[CH3:32]. (3) Given the product [CH2:27]([O:26][C:24](=[O:25])[CH2:23][C:16]1([CH2:20][CH2:21][CH3:22])[C:6]2[NH:7][C:8]3[C:4]([C:5]=2[CH2:19][CH2:18][O:17]1)=[C:3]([C:1]#[N:2])[CH:11]=[C:10]([CH2:12][OH:13])[C:9]=3[CH3:15])[CH3:28], predict the reactants needed to synthesize it. The reactants are: [C:1]([C:3]1[CH:11]=[C:10]([C:12](O)=[O:13])[C:9]([CH3:15])=[C:8]2[C:4]=1[C:5]1[CH2:19][CH2:18][O:17][C:16]([CH2:23][C:24]([O:26][CH2:27][CH3:28])=[O:25])([CH2:20][CH2:21][CH3:22])[C:6]=1[NH:7]2)#[N:2].B.C1COCC1. (4) Given the product [Cl:1][C:2]1[C:12]2[CH2:11][CH2:10][N:9]([C:13]([O:15][CH2:16][CH3:17])=[O:14])[CH2:8][CH2:7][C:6]=2[CH:5]=[CH:4][C:3]=1[N+:19]([O-:21])=[O:20].[Cl:1][C:2]1[C:12]2[CH2:11][CH2:10][N:9]([C:13]([O:15][CH2:16][CH3:17])=[O:14])[CH2:8][CH2:7][C:6]=2[C:5]([N+:19]([O-:22])=[O:20])=[CH:4][CH:3]=1, predict the reactants needed to synthesize it. The reactants are: [Cl:1][C:2]1[C:12]2[CH2:11][CH2:10][N:9]([C:13]([O:15][CH2:16][CH3:17])=[O:14])[CH2:8][CH2:7][C:6]=2[CH:5]=[CH:4][CH:3]=1.Cl.[N+:19]([O-:22])([OH:21])=[O:20].